This data is from Reaction yield outcomes from USPTO patents with 853,638 reactions. The task is: Predict the reaction yield, written as a fraction of the theoretical maximum amount of product (1.0 means a 100% yield; for example, 0.34 means a 34% yield). (1) The reactants are [OH:1][CH2:2][CH:3]1[CH2:7][N:6]([C:8]2[CH:13]=[CH:12][C:11]([CH:14]([CH3:16])[CH3:15])=[CH:10][CH:9]=2)[C:5](=[O:17])[CH2:4]1.C(N(CC)CC)C.[CH3:25][S:26](Cl)(=[O:28])=[O:27].C([O-])(O)=O.[Na+]. The catalyst is ClCCl. The product is [CH:14]([C:11]1[CH:12]=[CH:13][C:8]([N:6]2[C:5](=[O:17])[CH2:4][CH:3]([CH2:2][O:1][S:26]([CH3:25])(=[O:28])=[O:27])[CH2:7]2)=[CH:9][CH:10]=1)([CH3:15])[CH3:16]. The yield is 0.900. (2) The reactants are I[C:2]1[CH:3]=[C:4]([CH:10]=[CH:11][CH:12]=1)[C:5]([O:7][CH2:8][CH3:9])=[O:6].C(=O)([O-])[O-].[K+].[K+].[NH:19]1[CH2:26][CH2:25][CH2:24][C@@H:20]1[C:21]([OH:23])=[O:22]. The catalyst is CN(C)C(=O)C.O.[Cu]I. The product is [CH2:8]([O:7][C:5]([C:4]1[CH:3]=[C:2]([N:19]2[CH2:26][CH2:25][CH2:24][C@@H:20]2[C:21]([OH:23])=[O:22])[CH:12]=[CH:11][CH:10]=1)=[O:6])[CH3:9]. The yield is 0.192. (3) The reactants are [CH2:1]([NH2:7])[C:2]1[O:6][CH:5]=[CH:4][CH:3]=1.[CH3:8][CH:9]([S:11](Cl)(=[O:13])=[O:12])[CH3:10]. The catalyst is N1C=CC=CC=1. The product is [O:6]1[CH:5]=[CH:4][CH:3]=[C:2]1[CH2:1][NH:7][S:11]([CH:9]([CH3:10])[CH3:8])(=[O:13])=[O:12]. The yield is 0.460. (4) The product is [CH:15]1([CH2:14][CH:13]([C:20]2[CH:25]=[CH:24][C:23]([S:26]([CH3:29])(=[O:28])=[O:27])=[CH:22][CH:21]=2)[C:12]([NH:11][C:9]2[S:10][C:6]([C:4]([OH:5])=[O:3])=[CH:7][N:8]=2)=[O:30])[CH2:19][CH2:18][CH2:17][CH2:16]1. The yield is 0.960. The catalyst is C(O)C.O. The reactants are C([O:3][C:4]([C:6]1[S:10][C:9]([NH:11][C:12](=[O:30])[CH:13]([C:20]2[CH:25]=[CH:24][C:23]([S:26]([CH3:29])(=[O:28])=[O:27])=[CH:22][CH:21]=2)[CH2:14][CH:15]2[CH2:19][CH2:18][CH2:17][CH2:16]2)=[N:8][CH:7]=1)=[O:5])C.[OH-].[Li+]. (5) The reactants are [CH3:1][O:2][C:3]1[CH:10]=[C:9](B2OC(C)(C)C(C)(C)O2)[CH:8]=[CH:7][C:4]=1[C:5]#[N:6].Br[C:21]1[CH:22]=[N:23][CH:24]=[C:25]([F:30])[C:26]=1[CH:27]([OH:29])[CH3:28].C(Cl)Cl.C([O-])([O-])=O.[Na+].[Na+]. The catalyst is CN(C=O)C.C1C=CC(P([C]2[CH][CH][CH][CH]2)C2C=CC=CC=2)=CC=1.C1C=CC(P([C]2[CH][CH][CH][CH]2)C2C=CC=CC=2)=CC=1.Cl[Pd]Cl.[Fe]. The product is [CH3:1][O:2][C:3]1[CH:10]=[C:9]([C:21]2[CH:22]=[N:23][CH:24]=[C:25]([F:30])[C:26]=2[CH:27]([OH:29])[CH3:28])[CH:8]=[CH:7][C:4]=1[C:5]#[N:6]. The yield is 0.520.